Dataset: Reaction yield outcomes from USPTO patents with 853,638 reactions. Task: Predict the reaction yield, written as a fraction of the theoretical maximum amount of product (1.0 means a 100% yield; for example, 0.34 means a 34% yield). (1) The reactants are [Cl:1][C:2]1[C:7]([Cl:8])=[CH:6][CH:5]=[CH:4][C:3]=1[CH2:9][N:10]1[C:14]2[CH:15]=[C:16]([N:22]3[CH2:27][CH2:26][O:25][CH2:24][CH2:23]3)[CH:17]=[C:18]([C:19]([NH2:21])=O)[C:13]=2[N:12]=[C:11]1[C:28]([F:31])([F:30])[F:29].COC(OC)[N:35]([CH3:37])C.O.[NH2:41]N. No catalyst specified. The product is [Cl:1][C:2]1[C:7]([Cl:8])=[CH:6][CH:5]=[CH:4][C:3]=1[CH2:9][N:10]1[C:14]2[CH:15]=[C:16]([N:22]3[CH2:23][CH2:24][O:25][CH2:26][CH2:27]3)[CH:17]=[C:18]([C:19]3[N:21]=[CH:37][NH:35][N:41]=3)[C:13]=2[N:12]=[C:11]1[C:28]([F:29])([F:30])[F:31]. The yield is 0.276. (2) The catalyst is C(O)C.O. The yield is 0.660. The product is [OH:12][CH2:11][CH:9]1[CH2:8][C:7]2[C:16]3[C:21](=[CH:20][CH:19]=[C:18]([O:23][CH3:24])[CH:17]=3)[NH:22][C:6]=2[C:4](=[O:3])[NH:10]1. The reactants are C([O:3][C:4]([C:6]1[NH:22][C:21]2[C:16](=[CH:17][C:18]([O:23][CH3:24])=[CH:19][CH:20]=2)[C:7]=1[CH2:8][C@@H:9]([C:11](OCC)=[O:12])[NH2:10])=O)C.[BH4-].[Na+].Cl. (3) The reactants are [CH3:1][O:2][C:3](=[O:20])[C:4]1[CH:9]=[C:8]([N+:10]([O-])=O)[CH:7]=[C:6]([C:13]2[CH:18]=[CH:17][C:16]([CH3:19])=[CH:15][N:14]=2)[CH:5]=1.Cl[Sn]Cl. The catalyst is CO.C(OCC)(=O)C. The yield is 0.900. The product is [CH3:1][O:2][C:3](=[O:20])[C:4]1[CH:5]=[C:6]([C:13]2[CH:18]=[CH:17][C:16]([CH3:19])=[CH:15][N:14]=2)[CH:7]=[C:8]([NH2:10])[CH:9]=1. (4) The reactants are [C:1]([C:5]1[N:10]=[C:9](Cl)[C:8]([CH:12]=[CH:13][C:14]([O:16][CH3:17])=[O:15])=[CH:7][CH:6]=1)([CH3:4])([CH3:3])[CH3:2].[NH:18]1[CH2:23][CH2:22][O:21][CH2:20][CH2:19]1.CCN(CC)CC. The catalyst is CN(C=O)C.[Pd]. The product is [CH3:17][O:16][C:14](=[O:15])[CH:13]=[CH:12][C:8]1[C:9]([N:18]2[CH2:23][CH2:22][O:21][CH2:20][CH2:19]2)=[N:10][C:5]([C:1]([CH3:4])([CH3:3])[CH3:2])=[CH:6][CH:7]=1. The yield is 0.225.